Dataset: Full USPTO retrosynthesis dataset with 1.9M reactions from patents (1976-2016). Task: Predict the reactants needed to synthesize the given product. (1) The reactants are: [NH2:1][C:2]1[C:3]2[C:10]([C:11](C3C=CC(OC)=C([N+]([O-])=O)C=3)=[O:12])=[CH:9][N:8]([CH:24]([CH3:26])[CH3:25])[C:4]=2[N:5]=[CH:6][N:7]=1. Given the product [NH2:1][C:2]1[C:3]2[C:10]([CH:11]=[O:12])=[CH:9][N:8]([CH:24]([CH3:26])[CH3:25])[C:4]=2[N:5]=[CH:6][N:7]=1, predict the reactants needed to synthesize it. (2) Given the product [C:1]([O:5][C:6](=[O:22])[NH:7][CH2:8][CH2:9][O:10][NH2:11])([CH3:4])([CH3:2])[CH3:3], predict the reactants needed to synthesize it. The reactants are: [C:1]([O:5][C:6](=[O:22])[NH:7][CH2:8][CH2:9][O:10][N:11]1C(=O)C2C(=CC=CC=2)C1=O)([CH3:4])([CH3:3])[CH3:2].CNN. (3) Given the product [Cl:1][C:2]1[CH:7]=[CH:6][C:5]([NH2:8])=[CH:4][C:3]=1[C:11]1[NH:12][C:13]([C:16]2[CH:21]=[CH:20][CH:19]=[CH:18][CH:17]=2)=[CH:14][N:15]=1, predict the reactants needed to synthesize it. The reactants are: [Cl:1][C:2]1[CH:7]=[CH:6][C:5]([N+:8]([O-])=O)=[CH:4][C:3]=1[C:11]1[NH:12][C:13]([C:16]2[CH:21]=[CH:20][CH:19]=[CH:18][CH:17]=2)=[CH:14][N:15]=1. (4) Given the product [CH3:6][C:7]([N:20]1[CH:21]=[C:17]([C:11]2[CH:12]=[CH:13][CH:14]=[CH:15][CH:16]=2)[N:18]=[CH:19]1)([CH3:1])[CH2:8][C:9]1[CH:26]=[CH:27][CH:22]=[CH:23][CH:24]=1, predict the reactants needed to synthesize it. The reactants are: [CH3:1]O[Na].CN1[C:9](=O)[CH2:8][CH2:7][CH2:6]1.[C:11]1([C:17]2[N:18]=[CH:19][NH:20][CH:21]=2)[CH:16]=[CH:15][CH:14]=[CH:13][CH:12]=1.[CH:22]1[CH:27]=[CH:26]C=[CH:24][CH:23]=1. (5) Given the product [C:1]([C:5]1[CH:22]=[CH:21][CH:20]=[CH:19][C:6]=1[O:7][CH:8]1[CH2:9][N:10]([C:12](=[O:18])[C:13]([OH:15])=[O:14])[CH2:11]1)([CH3:4])([CH3:2])[CH3:3], predict the reactants needed to synthesize it. The reactants are: [C:1]([C:5]1[CH:22]=[CH:21][CH:20]=[CH:19][C:6]=1[O:7][CH:8]1[CH2:11][N:10]([C:12](=[O:18])[C:13]([O:15]CC)=[O:14])[CH2:9]1)([CH3:4])([CH3:3])[CH3:2].[OH-].[Li+].